Dataset: Catalyst prediction with 721,799 reactions and 888 catalyst types from USPTO. Task: Predict which catalyst facilitates the given reaction. (1) Reactant: [Cl:1][C:2]1[N:7]=[C:6](Cl)[CH:5]=[C:4]([CH3:9])[N:3]=1.[NH:10]1[CH2:14][CH2:13][CH2:12][CH2:11]1. Product: [Cl:1][C:2]1[N:3]=[C:4]([CH3:9])[CH:5]=[C:6]([N:10]2[CH2:14][CH2:13][CH2:12][CH2:11]2)[N:7]=1. The catalyst class is: 32. (2) Reactant: Br[C:2]1[CH:7]=[C:6]2[NH:8][C:9](=[O:23])[C:10]3([CH2:15][CH2:14][N:13]([C:16]([O:18][C:19]([CH3:22])([CH3:21])[CH3:20])=[O:17])[CH2:12][CH2:11]3)[C:5]2=[CH:4][CH:3]=1.[CH3:24][C:25]1([CH3:41])[C:29]([CH3:31])([CH3:30])[O:28][B:27]([B:27]2[O:28][C:29]([CH3:31])([CH3:30])[C:25]([CH3:41])([CH3:24])[O:26]2)[O:26]1.C([O-])(=O)C.[K+]. Product: [O:23]=[C:9]1[C:10]2([CH2:15][CH2:14][N:13]([C:16]([O:18][C:19]([CH3:22])([CH3:21])[CH3:20])=[O:17])[CH2:12][CH2:11]2)[C:5]2[C:6](=[CH:7][C:2]([B:27]3[O:28][C:29]([CH3:31])([CH3:30])[C:25]([CH3:41])([CH3:24])[O:26]3)=[CH:3][CH:4]=2)[NH:8]1. The catalyst class is: 75. (3) The catalyst class is: 2. Product: [C:28]1([N:34]2[CH2:39][CH2:38][N:37]([S:12]([C:5]3[CH:4]=[CH:3][C:2]([OH:1])=[C:11]4[C:6]=3[CH:7]=[CH:8][CH:9]=[N:10]4)(=[O:14])=[O:13])[CH2:36][CH2:35]2)[CH:33]=[CH:32][CH:31]=[CH:30][CH:29]=1. Reactant: [OH:1][C:2]1[C:11]2[N:10]=[CH:9][CH:8]=[CH:7][C:6]=2[C:5]([S:12](Cl)(=[O:14])=[O:13])=[CH:4][CH:3]=1.C/C(/O[Si](C)(C)C)=N\[Si](C)(C)C.[C:28]1([N:34]2[CH2:39][CH2:38][NH:37][CH2:36][CH2:35]2)[CH:33]=[CH:32][CH:31]=[CH:30][CH:29]=1.C(N(CC)CC)C.C([O-])(O)=O.[Na+].